This data is from Full USPTO retrosynthesis dataset with 1.9M reactions from patents (1976-2016). The task is: Predict the reactants needed to synthesize the given product. (1) Given the product [NH2:1][C:4]1[CH:5]=[C:6]([CH:44]=[C:45]([NH2:82])[C:46]=1[O:47][CH2:48][CH2:49][CH2:50][CH2:51][CH2:52][CH2:53][O:54][C:55](=[O:81])/[CH:56]=[CH:57]/[C:58]1[CH:63]=[CH:62][C:61]([O:64][C:65](=[O:80])[C:66]2[CH:71]=[CH:70][C:69]([O:72][CH2:73][CH2:74][CH2:75][C:76]([F:77])([F:78])[F:79])=[CH:68][CH:67]=2)=[CH:60][CH:59]=1)[C:7]([O:9][CH2:10][CH2:11][CH2:12][CH2:13][CH2:14][CH2:15][O:16][C:17](=[O:43])/[CH:18]=[CH:19]/[C:20]1[CH:21]=[CH:22][C:23]([O:26][C:27](=[O:42])[C:28]2[CH:33]=[CH:32][C:31]([O:34][CH2:35][CH2:36][CH2:37][C:38]([F:40])([F:39])[F:41])=[CH:30][CH:29]=2)=[CH:24][CH:25]=1)=[O:8], predict the reactants needed to synthesize it. The reactants are: [N+:1]([C:4]1[CH:5]=[C:6]([CH:44]=[C:45]([N+:82]([O-])=O)[C:46]=1[O:47][CH2:48][CH2:49][CH2:50][CH2:51][CH2:52][CH2:53][O:54][C:55](=[O:81])/[CH:56]=[CH:57]/[C:58]1[CH:63]=[CH:62][C:61]([O:64][C:65](=[O:80])[C:66]2[CH:71]=[CH:70][C:69]([O:72][CH2:73][CH2:74][CH2:75][C:76]([F:79])([F:78])[F:77])=[CH:68][CH:67]=2)=[CH:60][CH:59]=1)[C:7]([O:9][CH2:10][CH2:11][CH2:12][CH2:13][CH2:14][CH2:15][O:16][C:17](=[O:43])/[CH:18]=[CH:19]/[C:20]1[CH:25]=[CH:24][C:23]([O:26][C:27](=[O:42])[C:28]2[CH:33]=[CH:32][C:31]([O:34][CH2:35][CH2:36][CH2:37][C:38]([F:41])([F:40])[F:39])=[CH:30][CH:29]=2)=[CH:22][CH:21]=1)=[O:8])([O-])=O.C(OCC)(=O)C. (2) Given the product [CH2:25]([O:27][C:28]1[CH:29]=[C:30]([NH:31][C:13]([CH:14]2[C:15]3[C:16](=[CH:20][CH:21]=[CH:22][CH:23]=3)[C:17](=[O:19])[N:12]([CH2:11][CH2:10][O:9][CH3:8])[CH:6]2[C:2]2[S:1][CH:5]=[CH:4][CH:3]=2)=[O:24])[CH:32]=[CH:33][CH:34]=1)[CH3:26], predict the reactants needed to synthesize it. The reactants are: [S:1]1[CH:5]=[CH:4][CH:3]=[C:2]1[CH:6]=O.[CH3:8][O:9][CH2:10][CH2:11][NH2:12].[C:13]1(=[O:24])[O:19][C:17](=O)[C:16]2=[CH:20][CH:21]=[CH:22][CH:23]=[C:15]2[CH2:14]1.[CH2:25]([O:27][C:28]1[CH:29]=[C:30]([CH:32]=[CH:33][CH:34]=1)[NH2:31])[CH3:26]. (3) Given the product [CH3:1][O:2][C:3]([C:4]1[C:5]([F:13])=[CH:6][C:7]2[N:11]([CH3:30])[C:12]([NH:15][C:16]3[S:17][C:18]4[CH:24]=[C:23]([O:25][C:26]([F:29])([F:27])[F:28])[CH:22]=[CH:21][C:19]=4[N:20]=3)=[N:10][C:8]=2[CH:9]=1)=[O:14], predict the reactants needed to synthesize it. The reactants are: [CH3:1][O:2][C:3](=[O:14])[C:4]1[CH:9]=[C:8]([NH2:10])[C:7]([NH:11][CH3:12])=[CH:6][C:5]=1[F:13].[NH2:15][C:16]1[S:17][C:18]2[CH:24]=[C:23]([O:25][C:26]([F:29])([F:28])[F:27])[CH:22]=[CH:21][C:19]=2[N:20]=1.[C:30](N1C=CN=C1)(N1C=CN=C1)=S. (4) Given the product [F:46][C:47]1[C:48]([N:85]2[CH2:90][CH2:89][N:88]([CH2:91][C@@H:92]([OH:94])[CH3:93])[CH2:87][CH2:86]2)=[N:49][CH:50]=[C:51]([C:53]2[CH:54]=[C:55]3[C:61]([C:62]4[CH:63]=[N:64][N:65]([CH2:67][C:68]5[CH:73]=[CH:72][CH:71]=[C:70]([F:74])[CH:69]=5)[CH:66]=4)=[CH:60][NH:59][C:56]3=[N:57][CH:58]=2)[CH:52]=1, predict the reactants needed to synthesize it. The reactants are: Cl.FC1C=C(C=CC=1)CN1C=C(C2C3C(=NC=C(C4C=CC(C5CCNCC5)=CC=4)C=3)N(S(C3C=CC(C)=CC=3)(=O)=O)C=2)C=N1.[F:46][C:47]1[C:48]([N:85]2[CH2:90][CH2:89][N:88]([CH2:91][C@@H:92]([OH:94])[CH3:93])[CH2:87][CH2:86]2)=[N:49][CH:50]=[C:51]([C:53]2[CH:54]=[C:55]3[C:61]([C:62]4[CH:63]=[N:64][N:65]([CH2:67][C:68]5[CH:73]=[CH:72][CH:71]=[C:70]([F:74])[CH:69]=5)[CH:66]=4)=[CH:60][N:59](S(C4C=CC(C)=CC=4)(=O)=O)[C:56]3=[N:57][CH:58]=2)[CH:52]=1.[OH-].[Li+]. (5) Given the product [Br:30][C:31]1[CH:32]=[CH:33][C:34]([C:37]2[CH:42]=[CH:41][C:40]([C:7]3[N:6]=[C:5]4[N:9]([CH2:22][O:23][CH2:24][CH2:25][Si:26]([CH3:29])([CH3:28])[CH3:27])[C:10]([O:12][C@H:13]5[C@H:17]6[O:18][CH2:19][C@@H:20]([OH:21])[C@H:16]6[O:15][CH2:14]5)=[N:11][C:4]4=[CH:3][C:2]=3[Cl:1])=[CH:39][CH:38]=2)=[CH:35][CH:36]=1, predict the reactants needed to synthesize it. The reactants are: [Cl:1][C:2]1[CH:3]=[C:4]2[N:11]=[C:10]([O:12][C@H:13]3[C@H:17]4[O:18][CH2:19][C@@H:20]([OH:21])[C@H:16]4[O:15][CH2:14]3)[N:9]([CH2:22][O:23][CH2:24][CH2:25][Si:26]([CH3:29])([CH3:28])[CH3:27])[C:5]2=[N:6][C:7]=1I.[Br:30][C:31]1[CH:36]=[CH:35][C:34]([C:37]2[CH:42]=[CH:41][C:40](B(O)O)=[CH:39][CH:38]=2)=[CH:33][CH:32]=1. (6) Given the product [NH2:36][CH2:35][C:2]1([F:1])[CH2:7][CH2:6][N:5]([C:8]2[C:9]3[O:34][CH:33]=[CH:32][C:10]=3[N:11]=[C:12]([NH:14][C:15]3[CH:23]=[C:22]4[C:18]([CH:19]=[N:20][N:21]4[CH2:24][O:25][CH2:26][CH2:27][Si:28]([CH3:31])([CH3:29])[CH3:30])=[CH:17][CH:16]=3)[N:13]=2)[CH2:4][CH2:3]1, predict the reactants needed to synthesize it. The reactants are: [F:1][C:2]1([CH2:35][N:36]2C(=O)C3C(=CC=CC=3)C2=O)[CH2:7][CH2:6][N:5]([C:8]2[C:9]3[O:34][CH:33]=[CH:32][C:10]=3[N:11]=[C:12]([NH:14][C:15]3[CH:23]=[C:22]4[C:18]([CH:19]=[N:20][N:21]4[CH2:24][O:25][CH2:26][CH2:27][Si:28]([CH3:31])([CH3:30])[CH3:29])=[CH:17][CH:16]=3)[N:13]=2)[CH2:4][CH2:3]1.C(N)(=O)C1C(=CC=CC=1)C(N)=O.ClC1N=C(Cl)C2OC=CC=2N=1.C[Si](C)(C)CCOCN1C2C(=CC=C(N)C=2)C=N1.O.NN.